Dataset: Peptide-MHC class II binding affinity with 134,281 pairs from IEDB. Task: Regression. Given a peptide amino acid sequence and an MHC pseudo amino acid sequence, predict their binding affinity value. This is MHC class II binding data. The peptide sequence is APEVKYTVFETALKK. The MHC is DRB1_0405 with pseudo-sequence DRB1_0405. The binding affinity (normalized) is 0.367.